Dataset: Catalyst prediction with 721,799 reactions and 888 catalyst types from USPTO. Task: Predict which catalyst facilitates the given reaction. (1) Reactant: Br[CH2:2][CH2:3][CH2:4][CH2:5][CH2:6][Cl:7].[CH3:8][S:9]([OH:11])=[O:10].CCO.O. Product: [Cl:7][CH2:6][CH2:5][CH2:4][CH2:3][CH2:2][S:9]([CH3:8])(=[O:11])=[O:10]. The catalyst class is: 100. (2) Reactant: [CH3:1][NH:2][C:3]1[CH:10]=[CH:9][CH:8]=[CH:7][C:4]=1[C:5]#[N:6].[OH-].[K+].Cl.[NH2:14]O. Product: [CH3:1][NH:2][C:3]1[CH:10]=[CH:9][CH:8]=[CH:7][C:4]=1[C:5](=[NH:14])[NH2:6]. The catalyst class is: 5.